This data is from Reaction yield outcomes from USPTO patents with 853,638 reactions. The task is: Predict the reaction yield, written as a fraction of the theoretical maximum amount of product (1.0 means a 100% yield; for example, 0.34 means a 34% yield). (1) The catalyst is C1C=CC(/C=C/C(/C=C/C2C=CC=CC=2)=O)=CC=1.C1C=CC(/C=C/C(/C=C/C2C=CC=CC=2)=O)=CC=1.C1C=CC(/C=C/C(/C=C/C2C=CC=CC=2)=O)=CC=1.[Pd].[Pd]. The reactants are Cl[C:2]1[N:7]=[C:6]([C:8]2[CH:9]=[N:10][N:11]([CH:13]([CH:17]3[CH2:19][CH2:18]3)[CH2:14][C:15]#[N:16])[CH:12]=2)[N:5]2[CH:20]=[CH:21][N:22]=[C:4]2[CH:3]=1.C([Sn](CCCC)(CCCC)[C:28]1[S:32][CH:31]=[N:30][CH:29]=1)CCC.C1(P(C2CCCCC2)C2C=CC=CC=2C2C(C(C)C)=CC(C(C)C)=CC=2C(C)C)CCCCC1. The product is [CH:17]1([CH:13]([N:11]2[CH:12]=[C:8]([C:6]3[N:5]4[CH:20]=[CH:21][N:22]=[C:4]4[CH:3]=[C:2]([C:28]4[S:32][CH:31]=[N:30][CH:29]=4)[N:7]=3)[CH:9]=[N:10]2)[CH2:14][C:15]#[N:16])[CH2:19][CH2:18]1. The yield is 0.780. (2) The reactants are [CH:1]([N:4]1[C:12]2[C:7](=[CH:8][CH:9]=[C:10]([N+:13]([O-])=O)[CH:11]=2)[C:6]([C:16]2[CH:23]=[CH:22][C:19]([C:20]#[N:21])=[CH:18][CH:17]=2)=[CH:5]1)([CH3:3])[CH3:2].[H][H]. The catalyst is O1CCCC1.[Pt]=O. The product is [NH2:13][C:10]1[CH:11]=[C:12]2[C:7]([C:6]([C:16]3[CH:17]=[CH:18][C:19]([C:20]#[N:21])=[CH:22][CH:23]=3)=[CH:5][N:4]2[CH:1]([CH3:2])[CH3:3])=[CH:8][CH:9]=1. The yield is 0.990.